Dataset: Full USPTO retrosynthesis dataset with 1.9M reactions from patents (1976-2016). Task: Predict the reactants needed to synthesize the given product. (1) Given the product [C:2]([Cl:1])(=[O:4])[O:29][C:19]12[CH2:26][CH:25]3[CH2:24][CH:23]([CH2:22][CH:21]([CH2:27]3)[CH2:20]1)[CH2:28]2, predict the reactants needed to synthesize it. The reactants are: [Cl:1][C:2](Cl)([O:4]C(=O)OC(Cl)(Cl)Cl)Cl.N1C=CC=CC=1.[C:19]12([OH:29])[CH2:28][CH:23]3[CH2:24][CH:25]([CH2:27][CH:21]([CH2:22]3)[CH2:20]1)[CH2:26]2. (2) Given the product [CH2:1]([O:4][C:6]1[C:7]([CH:19]2[CH:24]3[CH2:23][CH2:22][N:21]([CH2:26][CH2:25]3)[CH2:20]2)=[N:8][NH:9][CH:10]=1)[CH2:2][CH3:3], predict the reactants needed to synthesize it. The reactants are: [CH2:1]([OH:4])[CH2:2][CH3:3].I[C:6]1[C:7]([CH:19]2[CH:24]3[CH2:25][CH2:26][N:21]([CH2:22][CH2:23]3)[CH2:20]2)=[N:8][N:9](COCC[Si](C)(C)C)[CH:10]=1.CCO.CCO.C(N(CC)CC)C. (3) Given the product [CH:9]([CH:5]1[CH2:6][NH:7][C@@H:3]([CH2:2][OH:1])[CH2:4]1)([CH3:11])[CH3:10], predict the reactants needed to synthesize it. The reactants are: [OH:1][CH2:2][C@@H:3]1[NH:7][C:6](=O)[CH:5]([CH:9]([CH3:11])[CH3:10])[CH2:4]1.[H-].[Al+3].[Li+].[H-].[H-].[H-]. (4) Given the product [OH:35][C:32]1[CH:33]=[CH:34][C:29]([C:10]2[CH:11]=[CH:12][C:13]([C:15]3[CH:20]=[CH:19][C:18]([CH2:21][CH2:22][C:23]#[N:24])=[CH:17][C:16]=3[CH2:25][CH:26]([CH3:27])[CH3:28])=[CH:14][C:9]=2[CH2:5][CH:6]([CH3:8])[CH3:7])=[CH:30][C:31]=1[CH2:37][C:38]1[C:47]2[C:42](=[CH:43][CH:44]=[CH:45][CH:46]=2)[CH:41]=[CH:40][CH:39]=1, predict the reactants needed to synthesize it. The reactants are: B(Br)(Br)Br.[CH2:5]([C:9]1[CH:14]=[C:13]([C:15]2[CH:20]=[CH:19][C:18]([CH2:21][CH2:22][C:23]#[N:24])=[CH:17][C:16]=2[CH2:25][CH:26]([CH3:28])[CH3:27])[CH:12]=[CH:11][C:10]=1[C:29]1[CH:34]=[CH:33][C:32]([O:35]C)=[C:31]([CH2:37][C:38]2[C:47]3[C:42](=[CH:43][CH:44]=[CH:45][CH:46]=3)[CH:41]=[CH:40][CH:39]=2)[CH:30]=1)[CH:6]([CH3:8])[CH3:7].O.